Dataset: Catalyst prediction with 721,799 reactions and 888 catalyst types from USPTO. Task: Predict which catalyst facilitates the given reaction. (1) Reactant: [CH:1]1([CH2:7][C:8]2[N:9]=[C:10]([C:27]([NH:29][C@H:30]3[CH2:33][C@H:32]([C:34]([O:36][CH3:37])=[O:35])[CH2:31]3)=[O:28])[S:11][C:12]=2[C:13]2[CH:18]=[C:17]([C:19]([CH3:22])([CH3:21])[CH3:20])[N:16]=[C:15]([C:23]([CH3:26])([CH3:25])[CH3:24])[CH:14]=2)[CH2:6][CH2:5][CH2:4][CH2:3][CH2:2]1.C1C=C(Cl)C=C(C(OO)=[O:46])C=1. Product: [CH:1]1([CH2:7][C:8]2[N+:9]([O-:46])=[C:10]([C:27](=[O:28])[NH:29][C@H:30]3[CH2:31][C@H:32]([C:34]([O:36][CH3:37])=[O:35])[CH2:33]3)[S:11][C:12]=2[C:13]2[CH:18]=[C:17]([C:19]([CH3:20])([CH3:21])[CH3:22])[N:16]=[C:15]([C:23]([CH3:26])([CH3:24])[CH3:25])[CH:14]=2)[CH2:6][CH2:5][CH2:4][CH2:3][CH2:2]1. The catalyst class is: 2. (2) Reactant: [NH2:1][C:2]1[CH:3]=[C:4]2[C:20](=[O:21])[NH:19][N:18]=[CH:17][C:6]3=[C:7]([C:11]4[CH:16]=[CH:15][CH:14]=[CH:13][CH:12]=4)[NH:8][C:9]([CH:10]=1)=[C:5]23.[CH2:22]([N:24]([CH2:27]C)[CH2:25][CH3:26])C.F[P-](F)(F)(F)(F)F.N1([O:45][C:46](N(C)C)=[N+](C)C)C2N=CC=CC=2N=N1.Cl.[CH2:54](Cl)Cl. Product: [CH3:27][N:24]([CH3:22])[CH2:25][CH2:26][CH2:54][C:46]([NH:1][C:2]1[CH:3]=[C:4]2[C:20](=[O:21])[NH:19][N:18]=[CH:17][C:6]3=[C:7]([C:11]4[CH:12]=[CH:13][CH:14]=[CH:15][CH:16]=4)[NH:8][C:9]([CH:10]=1)=[C:5]23)=[O:45]. The catalyst class is: 405. (3) The catalyst class is: 36. Product: [F:1][C:2]1[CH:25]=[CH:24][CH:23]=[C:22]([F:26])[C:3]=1[CH2:4][O:5][C:6]1[C:7]2[N:8]([C:13]([C:17]([OH:19])=[O:18])=[C:14]([CH3:16])[N:15]=2)[CH:9]=[C:10]([CH3:12])[CH:11]=1. Reactant: [F:1][C:2]1[CH:25]=[CH:24][CH:23]=[C:22]([F:26])[C:3]=1[CH2:4][O:5][C:6]1[C:7]2[N:8]([C:13]([C:17]([O:19]CC)=[O:18])=[C:14]([CH3:16])[N:15]=2)[CH:9]=[C:10]([CH3:12])[CH:11]=1.[OH-].[Li+].